Dataset: Forward reaction prediction with 1.9M reactions from USPTO patents (1976-2016). Task: Predict the product of the given reaction. (1) Given the reactants C([O:3][C:4](=O)[CH:5]([N:7]1[C:12]2[CH:13]=[C:14]([Br:18])[C:15]([CH3:17])=[CH:16][C:11]=2[O:10][CH2:9][C:8]1=S)[CH3:6])C.O.[NH2:22][NH2:23], predict the reaction product. The product is: [Br:18][C:14]1[CH:13]=[C:12]2[C:11](=[CH:16][C:15]=1[CH3:17])[O:10][CH2:9][C:8]1[N:7]2[CH:5]([CH3:6])[C:4](=[O:3])[NH:22][N:23]=1. (2) Given the reactants CC(OI1(OC(C)=O)(OC(C)=O)OC(=O)C2C1=CC=CC=2)=[O:3].N1C=CC=CC=1.[F:29][C:30]1[CH:57]=[CH:56][CH:55]=[C:54]([F:58])[C:31]=1[CH2:32][O:33][C:34]1[C:35]2[N:36]([C:40]([C:44]([NH:46][C@H:47]([CH2:50][CH2:51][CH2:52][CH3:53])[CH2:48]O)=[O:45])=[C:41]([CH3:43])[N:42]=2)[CH:37]=[CH:38][CH:39]=1.[OH-].[Na+], predict the reaction product. The product is: [F:29][C:30]1[CH:57]=[CH:56][CH:55]=[C:54]([F:58])[C:31]=1[CH2:32][O:33][C:34]1[C:35]2[N:36]([C:40]([C:44]([NH:46][C@@H:47]([CH2:50][CH2:51][CH2:52][CH:53]=[O:3])[CH3:48])=[O:45])=[C:41]([CH3:43])[N:42]=2)[CH:37]=[CH:38][CH:39]=1. (3) Given the reactants [C:1]1(=[O:11])[O:6][C:4](=O)[C:3]2=[CH:7][CH:8]=[CH:9][CH:10]=[C:2]12.C(N(CC)CC)C.Cl.[NH2:20][CH2:21][C:22]1[C:23](=[O:33])[NH:24][C:25]([CH3:32])=[CH:26][C:27]=1[C:28]([F:31])([F:30])[F:29].C(O)(=O)C, predict the reaction product. The product is: [CH3:32][C:25]1[NH:24][C:23](=[O:33])[C:22]([CH2:21][N:20]2[C:1](=[O:11])[C:2]3[C:3](=[CH:7][CH:8]=[CH:9][CH:10]=3)[C:4]2=[O:6])=[C:27]([C:28]([F:31])([F:29])[F:30])[CH:26]=1. (4) Given the reactants Br[C:2]1[CH:23]=[CH:22][C:5]([C:6]([NH:8][S:9]([C:12]2[CH:17]=[CH:16][CH:15]=[CH:14][C:13]=2[S:18](=[O:21])(=[O:20])[NH2:19])(=[O:11])=[O:10])=[O:7])=[CH:4][C:3]=1[C:24]#[N:25].[O:26]1[C:30]2[CH:31]=[CH:32][CH:33]=[CH:34][C:29]=2[CH:28]=[C:27]1B(O)O.C(=O)([O-])[O-].[Na+].[Na+], predict the reaction product. The product is: [O:26]1[C:30]2[CH:31]=[CH:32][CH:33]=[CH:34][C:29]=2[CH:28]=[C:27]1[C:2]1[CH:23]=[CH:22][C:5]([C:6]([NH:8][S:9]([C:12]2[CH:17]=[CH:16][CH:15]=[CH:14][C:13]=2[S:18](=[O:21])(=[O:20])[NH2:19])(=[O:11])=[O:10])=[O:7])=[CH:4][C:3]=1[C:24]#[N:25]. (5) Given the reactants [OH:1][C@@H:2]([C@H:4]1[C:39](=[O:40])[N:6]2[C:7]([C:26]([O:28]CC3C=CC([N+]([O-])=O)=CC=3)=[O:27])=[C:8]([C:11]3[S:15][C:14]4=[C:16]([S:19][C:20]5[CH:25]=[CH:24][CH:23]=[CH:22][N:21]=5)[N:17]=[CH:18][N:13]4[CH:12]=3)[C@H:9]([CH3:10])[C@H:5]12)[CH3:3].I[CH2:42][C:43]([NH2:45])=[O:44].C(OCC)(=O)C, predict the reaction product. The product is: [C:43]([CH2:42][N:17]1[C:16]([S:19][C:20]2[CH:25]=[CH:24][CH:23]=[CH:22][N:21]=2)=[C:14]2[S:15][C:11]([C:8]3[C@H:9]([CH3:10])[C@@H:5]4[C@@H:4]([C@H:2]([OH:1])[CH3:3])[C:39](=[O:40])[N:6]4[C:7]=3[C:26]([O-:28])=[O:27])=[CH:12][N+:13]2=[CH:18]1)(=[O:44])[NH2:45]. (6) The product is: [CH2:6]([C:3]1([CH2:4][F:5])[S:9](=[O:11])(=[O:10])[CH2:12][C@:13]([C:15]2[CH:20]=[C:19]([N+:21]([O-:23])=[O:22])[CH:18]=[CH:17][C:16]=2[F:24])([CH3:14])[N:25]=[C:1]1[NH2:2])[CH:7]=[CH2:8]. Given the reactants [C:1]([C:3]([S:9]([CH2:12][C@:13]([NH:25][S@@](C(C)(C)C)=O)([C:15]1[CH:20]=[C:19]([N+:21]([O-:23])=[O:22])[CH:18]=[CH:17][C:16]=1[F:24])[CH3:14])(=[O:11])=[O:10])([CH2:6][CH:7]=[CH2:8])[CH2:4][F:5])#[N:2].Cl, predict the reaction product. (7) Given the reactants Br[C:2]1[N:6]([CH:7]([CH3:9])[CH3:8])[C:5]2[CH:10]([C:22]3[CH:27]=[CH:26][C:25]([Cl:28])=[CH:24][N:23]=3)[N:11]([C:14]3[CH:19]=[CH:18][CH:17]=[C:16]([Cl:20])[C:15]=3[F:21])[C:12](=[O:13])[C:4]=2[CH:3]=1.[CH3:29][O:30][C:31]1[C:36](B2OC(C)(C)C(C)(C)O2)=[CH:35][N:34]=[C:33]([N:46]([CH3:48])[CH3:47])[N:32]=1.BrC1N(C(C)C)C2C(C3C=CC(Cl)=CC=3)N(C3C=C(Cl)C=CC=3C)C(=O)C=2C=1.COC1C(B2OC(C)(C)C(C)(C)O2)=CN=C(N)N=1, predict the reaction product. The product is: [Cl:20][C:16]1[C:15]([F:21])=[C:14]([N:11]2[C:12](=[O:13])[C:4]3[CH:3]=[C:2]([C:36]4[C:31]([O:30][CH3:29])=[N:32][C:33]([N:46]([CH3:47])[CH3:48])=[N:34][CH:35]=4)[N:6]([CH:7]([CH3:9])[CH3:8])[C:5]=3[CH:10]2[C:22]2[CH:27]=[CH:26][C:25]([Cl:28])=[CH:24][N:23]=2)[CH:19]=[CH:18][CH:17]=1. (8) Given the reactants [F:1][C:2]([F:50])([F:49])[C:3]1[CH:4]=[C:5]([C@H:13]2[O:17][C:16](=[O:18])[N:15]([CH2:19][C:20]3[CH:25]=[C:24]([C:26]([F:29])([F:28])[F:27])[CH:23]=[CH:22][C:21]=3[C:30]3[CH:31]=[C:32]([C:37]4[CH:42]=[CH:41][C:40]([C:43]([O:45]C)=[O:44])=[CH:39][C:38]=4[CH3:47])[CH:33]=[CH:34][C:35]=3[Cl:36])[C@H:14]2[CH3:48])[CH:6]=[C:7]([C:9]([F:12])([F:11])[F:10])[CH:8]=1.[OH-].[K+], predict the reaction product. The product is: [F:50][C:2]([F:1])([F:49])[C:3]1[CH:4]=[C:5]([C@H:13]2[O:17][C:16](=[O:18])[N:15]([CH2:19][C:20]3[CH:25]=[C:24]([C:26]([F:28])([F:29])[F:27])[CH:23]=[CH:22][C:21]=3[C:30]3[CH:31]=[C:32]([C:37]4[CH:42]=[CH:41][C:40]([C:43]([OH:45])=[O:44])=[CH:39][C:38]=4[CH3:47])[CH:33]=[CH:34][C:35]=3[Cl:36])[C@H:14]2[CH3:48])[CH:6]=[C:7]([C:9]([F:12])([F:11])[F:10])[CH:8]=1. (9) Given the reactants [CH2:1]([C:3]1[C:4]([OH:25])=[C:5]([C:21]([O:23]C)=[O:22])[C:6](=[O:20])[NH:7][C:8]=1[C:9]1[C:10]([OH:19])=[C:11]2[C:15](=[CH:16][CH:17]=1)[N:14]([CH3:18])[CH:13]=[CH:12]2)[CH3:2].[Li+].[I-].Cl, predict the reaction product. The product is: [CH2:1]([C:3]1[C:4]([OH:25])=[C:5]([C:21]([OH:23])=[O:22])[C:6](=[O:20])[NH:7][C:8]=1[C:9]1[C:10]([OH:19])=[C:11]2[C:15](=[CH:16][CH:17]=1)[N:14]([CH3:18])[CH:13]=[CH:12]2)[CH3:2].